Dataset: NCI-60 drug combinations with 297,098 pairs across 59 cell lines. Task: Regression. Given two drug SMILES strings and cell line genomic features, predict the synergy score measuring deviation from expected non-interaction effect. Drug 1: CN1C2=C(C=C(C=C2)N(CCCl)CCCl)N=C1CCCC(=O)O.Cl. Drug 2: CCN(CC)CCCC(C)NC1=C2C=C(C=CC2=NC3=C1C=CC(=C3)Cl)OC. Cell line: CCRF-CEM. Synergy scores: CSS=33.5, Synergy_ZIP=-2.36, Synergy_Bliss=-2.16, Synergy_Loewe=-1.34, Synergy_HSA=-0.725.